From a dataset of TCR-epitope binding with 47,182 pairs between 192 epitopes and 23,139 TCRs. Binary Classification. Given a T-cell receptor sequence (or CDR3 region) and an epitope sequence, predict whether binding occurs between them. (1) The epitope is QYDPVAALF. Result: 0 (the TCR does not bind to the epitope). The TCR CDR3 sequence is CAWREGGSEAFF. (2) The epitope is FLRGRAYGL. The TCR CDR3 sequence is CAISETGRVETQYF. Result: 0 (the TCR does not bind to the epitope). (3) The epitope is KMQRMLLEK. The TCR CDR3 sequence is CASSSQVDTEAFF. Result: 0 (the TCR does not bind to the epitope). (4) The epitope is WICLLQFAY. The TCR CDR3 sequence is CASSLAGTGGSNEKLFF. Result: 1 (the TCR binds to the epitope). (5) The epitope is NLNESLIDL. The TCR CDR3 sequence is CASSHLGGQVFNNEQFF. Result: 1 (the TCR binds to the epitope). (6) The TCR CDR3 sequence is CASRASGSPYEQYF. The epitope is TLIGDCATV. Result: 1 (the TCR binds to the epitope). (7) The epitope is LPPAYTNSF. The TCR CDR3 sequence is CASSHSPGTSGSPGVTQYF. Result: 0 (the TCR does not bind to the epitope). (8) The epitope is NLVPMVATV. The TCR CDR3 sequence is CASSDPGGTGELFF. Result: 1 (the TCR binds to the epitope). (9) The epitope is NYSGVVTTVMF. The TCR CDR3 sequence is CSVGQGVVYGYTF. Result: 0 (the TCR does not bind to the epitope). (10) The epitope is LVLSVNPYV. The TCR CDR3 sequence is CASSQVNIRGNEQYF. Result: 0 (the TCR does not bind to the epitope).